From a dataset of Forward reaction prediction with 1.9M reactions from USPTO patents (1976-2016). Predict the product of the given reaction. (1) Given the reactants [OH:1][CH:2]([CH3:10])[C:3]([N:5]1[CH2:9][CH2:8][CH2:7][CH2:6]1)=[O:4].N1C=CN=C1.[Si:16](Cl)([C:19]([CH3:22])([CH3:21])[CH3:20])([CH3:18])[CH3:17], predict the reaction product. The product is: [C:19]([Si:16]([CH3:18])([CH3:17])[O:1][CH:2]([CH3:10])[C:3]([N:5]1[CH2:9][CH2:8][CH2:7][CH2:6]1)=[O:4])([CH3:22])([CH3:21])[CH3:20]. (2) Given the reactants C([N:9]1[C:17]2[C:12](=[CH:13][CH:14]=[CH:15][CH:16]=2)[C:11](=[C:18](Cl)[C:19]2[CH:24]=[CH:23][CH:22]=[CH:21][CH:20]=2)[C:10]1=[O:26])(=O)C1C=CC=CC=1.[NH2:27][C:28]1[CH:29]=[C:30]([CH:36]=[CH:37][CH:38]=1)[C:31]([O:33][CH2:34][CH3:35])=[O:32].[OH-].[Na+], predict the reaction product. The product is: [CH2:34]([O:33][C:31]([C:30]1[CH:29]=[C:28]([NH:27]/[C:18](=[C:11]2\[C:10](=[O:26])[NH:9][C:17]3[C:12]\2=[CH:13][CH:14]=[CH:15][CH:16]=3)/[C:19]2[CH:20]=[CH:21][CH:22]=[CH:23][CH:24]=2)[CH:38]=[CH:37][CH:36]=1)=[O:32])[CH3:35].